From a dataset of Full USPTO retrosynthesis dataset with 1.9M reactions from patents (1976-2016). Predict the reactants needed to synthesize the given product. Given the product [F:1][C@H:2]1[CH2:6][NH:5][C@H:4]([C:14]([NH:15][CH2:16][C:17]2[C:22]([O:23][CH3:24])=[CH:21][N:20]=[C:19]([C:25]3[CH:26]=[N:27][C:28]([C:31]([F:34])([F:33])[F:32])=[N:29][CH:30]=3)[CH:18]=2)=[O:35])[CH2:3]1, predict the reactants needed to synthesize it. The reactants are: [F:1][C@H:2]1[CH2:6][N:5](C(OC(C)(C)C)=O)[C@H:4]([C:14](=[O:35])[NH:15][CH2:16][C:17]2[C:22]([O:23][CH3:24])=[CH:21][N:20]=[C:19]([C:25]3[CH:26]=[N:27][C:28]([C:31]([F:34])([F:33])[F:32])=[N:29][CH:30]=3)[CH:18]=2)[CH2:3]1.FC(F)(F)C(O)=O.